From a dataset of Full USPTO retrosynthesis dataset with 1.9M reactions from patents (1976-2016). Predict the reactants needed to synthesize the given product. (1) Given the product [CH3:11][O:10][C:6]1[N:5]=[C:4]([CH:3]=[O:2])[CH:9]=[CH:8][N:7]=1, predict the reactants needed to synthesize it. The reactants are: C[O:2][CH:3](OC)[C:4]1[CH:9]=[CH:8][N:7]=[C:6]([O:10][CH3:11])[N:5]=1. (2) Given the product [Cl:1][C:2]1[CH:3]=[CH:4][C:5]([C:29]#[N:30])=[C:6]([C:8]2[C:13]([O:14][CH3:15])=[CH:12][N:11]([CH:16]([CH2:24][CH:25]([F:27])[CH3:26])[C:17]([OH:19])=[O:18])[C:10](=[O:28])[CH:9]=2)[CH:7]=1, predict the reactants needed to synthesize it. The reactants are: [Cl:1][C:2]1[CH:3]=[CH:4][C:5]([C:29]#[N:30])=[C:6]([C:8]2[C:13]([O:14][CH3:15])=[CH:12][N:11]([CH:16]([CH2:24][CH:25]([F:27])[CH3:26])[C:17]([O:19]C(C)(C)C)=[O:18])[C:10](=[O:28])[CH:9]=2)[CH:7]=1.C(O)(C(F)(F)F)=O. (3) Given the product [CH:33]1([CH2:32][O:1][C:2]2[CH:24]=[CH:23][C:5]3[N:6]=[C:7]([N:9]4[CH2:10][CH2:11][CH:12]([CH2:15][CH2:16][CH:17]([NH:19][C:20](=[O:22])[CH3:21])[CH3:18])[CH2:13][CH2:14]4)[O:8][C:4]=3[CH:3]=2)[CH2:35][CH2:34]1, predict the reactants needed to synthesize it. The reactants are: [OH:1][C:2]1[CH:24]=[CH:23][C:5]2[N:6]=[C:7]([N:9]3[CH2:14][CH2:13][CH:12]([CH2:15][CH2:16][CH:17]([NH:19][C:20](=[O:22])[CH3:21])[CH3:18])[CH2:11][CH2:10]3)[O:8][C:4]=2[CH:3]=1.C(=O)([O-])[O-].[K+].[K+].Br[CH2:32][CH:33]1[CH2:35][CH2:34]1. (4) Given the product [Br:1][C:2]1[CH:3]=[N:4][N:5]2[C:10]([NH:17][CH2:16][CH:13]3[CH2:15][CH2:14]3)=[CH:9][C:8]([Cl:12])=[N:7][C:6]=12, predict the reactants needed to synthesize it. The reactants are: [Br:1][C:2]1[CH:3]=[N:4][N:5]2[C:10](Cl)=[CH:9][C:8]([Cl:12])=[N:7][C:6]=12.[CH:13]1([CH2:16][NH2:17])[CH2:15][CH2:14]1.CCN(C(C)C)C(C)C.O. (5) Given the product [C:1]([O:5][C:6]([N:8]1[CH2:13][CH2:12][CH:11]([NH:14][C:15]([C:17]2[C:18]([C:23]3[NH:27][C:26]4[CH:28]=[CH:29][C:30]([C:32]([OH:34])=[O:33])=[CH:31][C:25]=4[N:24]=3)=[N:19][NH:20][C:21]=2[CH3:22])=[O:16])[CH2:10][CH2:9]1)=[O:7])([CH3:4])([CH3:2])[CH3:3], predict the reactants needed to synthesize it. The reactants are: [C:1]([O:5][C:6]([N:8]1[CH2:13][CH2:12][CH:11]([NH:14][C:15]([C:17]2[C:18]([C:23]3[NH:27][C:26]4[CH:28]=[CH:29][C:30]([C:32]([O:34]CC)=[O:33])=[CH:31][C:25]=4[N:24]=3)=[N:19][NH:20][C:21]=2[CH3:22])=[O:16])[CH2:10][CH2:9]1)=[O:7])([CH3:4])([CH3:3])[CH3:2].[OH-].[Na+].CO.N. (6) Given the product [N:1]1([C:6]2[CH:7]=[C:8](/[CH:9]=[CH:22]/[CH:23]=[O:24])[CH:11]=[CH:12][CH:13]=2)[CH:5]=[CH:4][CH:3]=[N:2]1, predict the reactants needed to synthesize it. The reactants are: [N:1]1([C:6]2[CH:7]=[C:8]([CH:11]=[CH:12][CH:13]=2)[CH:9]=O)[CH:5]=[CH:4][CH:3]=[N:2]1.N1(C2C=C[C:22]([CH:23]=[O:24])=CC=2)C=CC=N1. (7) Given the product [CH2:16]([N:19]([S:33]([CH2:36][C:37]1[CH:42]=[CH:41][CH:40]=[CH:39][CH:38]=1)(=[O:35])=[O:34])[C:20]([CH:22]1[CH2:27][CH2:26][N:25]([C:28]2[NH:32][C:4](=[O:15])[C:5]([C:6]([O:8][CH2:9][CH3:10])=[O:7])=[CH:11][C:29]=2[C:30]#[N:31])[CH2:24][CH2:23]1)=[O:21])[CH:17]=[CH2:18], predict the reactants needed to synthesize it. The reactants are: C(O[C:4](=[O:15])[C:5](=[CH:11]OCC)[C:6]([O:8][CH2:9][CH3:10])=[O:7])C.[CH2:16]([N:19]([S:33]([CH2:36][C:37]1[CH:42]=[CH:41][CH:40]=[CH:39][CH:38]=1)(=[O:35])=[O:34])[C:20]([CH:22]1[CH2:27][CH2:26][N:25]([C:28](=[NH:32])[CH2:29][C:30]#[N:31])[CH2:24][CH2:23]1)=[O:21])[CH:17]=[CH2:18]. (8) Given the product [CH3:1][N:2]1[CH:7]2[CH2:8][O:9][CH2:10][CH:3]1[CH2:4][N:5]([C:11]1[CH:16]=[CH:15][C:14]([NH2:17])=[N:13][CH:12]=1)[CH2:6]2, predict the reactants needed to synthesize it. The reactants are: [CH3:1][N:2]1[CH:7]2[CH2:8][O:9][CH2:10][CH:3]1[CH2:4][N:5]([C:11]1[CH:12]=[N:13][C:14]([N+:17]([O-])=O)=[CH:15][CH:16]=1)[CH2:6]2.[H][H]. (9) Given the product [NH2:35][S:36]([C:39]1[CH:40]=[CH:41][C:42]([C:43]([NH:25][C@H:10]2[C@@H:11]([NH:14][C:15]([O:17][CH2:18][C:19]3[CH:20]=[CH:21][CH:22]=[CH:23][CH:24]=3)=[O:16])[CH2:12][CH2:13][N:8]([C:6]([O:5][C:1]([CH3:4])([CH3:2])[CH3:3])=[O:7])[CH2:9]2)=[O:44])=[CH:46][CH:47]=1)(=[O:37])=[O:38], predict the reactants needed to synthesize it. The reactants are: [C:1]([O:5][C:6]([N:8]1[CH2:13][CH2:12][CH:11]([NH:14][C:15]([O:17][CH2:18][C:19]2[CH:24]=[CH:23][CH:22]=[CH:21][CH:20]=2)=[O:16])[CH:10]([NH2:25])[CH2:9]1)=[O:7])([CH3:4])([CH3:3])[CH3:2].CCN(C(C)C)C(C)C.[NH2:35][S:36]([C:39]1[CH:47]=[CH:46][C:42]([C:43](O)=[O:44])=[CH:41][CH:40]=1)(=[O:38])=[O:37].F[P-](F)(F)(F)(F)F.N1(O[P+](N(C)C)(N(C)C)N(C)C)C2C=CC=CC=2N=N1.